From a dataset of Peptide-MHC class I binding affinity with 185,985 pairs from IEDB/IMGT. Regression. Given a peptide amino acid sequence and an MHC pseudo amino acid sequence, predict their binding affinity value. This is MHC class I binding data. (1) The binding affinity (normalized) is 0.156. The peptide sequence is YAEMWAQDA. The MHC is HLA-B44:03 with pseudo-sequence HLA-B44:03. (2) The peptide sequence is FEKHILPFMS. The MHC is HLA-B18:01 with pseudo-sequence HLA-B18:01. The binding affinity (normalized) is 0.0722. (3) The peptide sequence is FDAAASGGL. The MHC is HLA-B40:01 with pseudo-sequence HLA-B40:01. The binding affinity (normalized) is 0.0517. (4) The peptide sequence is MSYKLAIDMS. The MHC is Mamu-A01 with pseudo-sequence Mamu-A01. The binding affinity (normalized) is 0.114. (5) The peptide sequence is VLGMLIPLSVCSV. The MHC is HLA-A68:02 with pseudo-sequence HLA-A68:02. The binding affinity (normalized) is 0.152. (6) The peptide sequence is QESCDKHYW. The MHC is Mamu-B17 with pseudo-sequence Mamu-B17. The binding affinity (normalized) is 0.0904. (7) The peptide sequence is IVFMWAIHH. The MHC is HLA-A02:12 with pseudo-sequence HLA-A02:12. The binding affinity (normalized) is 0.0847. (8) The peptide sequence is AIIDYIAYM. The MHC is HLA-B51:01 with pseudo-sequence HLA-B51:01. The binding affinity (normalized) is 0.0847.